From a dataset of Full USPTO retrosynthesis dataset with 1.9M reactions from patents (1976-2016). Predict the reactants needed to synthesize the given product. (1) The reactants are: [Cl:1][C:2]1[CH:3]=[C:4]([CH:19]=[CH:20][C:21]=1[Cl:22])[CH2:5][N:6]1[CH2:11][CH2:10][N:9]([C:12]2[CH:17]=[CH:16][CH:15]=[CH:14][C:13]=2[NH2:18])[CH2:8][CH2:7]1.[S:23]1[CH:27]=[CH:26][CH:25]=[C:24]1[CH2:28][C:29](Cl)=[O:30]. Given the product [Cl:1][C:2]1[CH:3]=[C:4]([CH:19]=[CH:20][C:21]=1[Cl:22])[CH2:5][N:6]1[CH2:7][CH2:8][N:9]([C:12]2[CH:17]=[CH:16][CH:15]=[CH:14][C:13]=2[NH:18][C:29](=[O:30])[CH2:28][C:24]2[S:23][CH:27]=[CH:26][CH:25]=2)[CH2:10][CH2:11]1, predict the reactants needed to synthesize it. (2) Given the product [NH2:1][C:2]1[N:7]=[CH:6][N:5]=[C:4]2[N:8]([CH:12]([C:14]3[C:15]([O:27][CH3:28])=[C:16]([CH:23]4[CH2:24][N:25]([C:29]([N:31]([CH3:34])[CH3:32])=[O:38])[CH2:26]4)[C:17]([C:18]#[N:19])=[C:20]([Cl:22])[CH:21]=3)[CH3:13])[N:9]=[C:10]([CH3:11])[C:3]=12, predict the reactants needed to synthesize it. The reactants are: [NH2:1][C:2]1[N:7]=[CH:6][N:5]=[C:4]2[N:8]([CH:12]([C:14]3[CH:21]=[C:20]([Cl:22])[C:17]([C:18]#[N:19])=[C:16]([CH:23]4[CH2:26][NH:25][CH2:24]4)[C:15]=3[O:27][CH3:28])[CH3:13])[N:9]=[C:10]([CH3:11])[C:3]=12.[CH2:29]([N:31]([CH2:34]C)[CH2:32]C)C.ClC(OC1C=CC([N+]([O-])=O)=CC=1)=[O:38]. (3) Given the product [F:14][C:15]1[CH:16]=[C:17]([S:8]([Cl:11])(=[O:10])=[O:9])[CH:18]=[CH:19][C:20]=1[C:21]([F:24])([F:23])[F:22], predict the reactants needed to synthesize it. The reactants are: FC1C=CC([S:8]([Cl:11])(=[O:10])=[O:9])=CC=1OC.[F:14][C:15]1[CH:16]=[C:17](N)[CH:18]=[CH:19][C:20]=1[C:21]([F:24])([F:23])[F:22]. (4) Given the product [CH3:9][O:8][C:3]#[C:2][C:11]1[CH:33]=[CH:32][CH:31]=[CH:35][C:10]=1[C:12]1[CH:21]=[CH:20][C:15]([C:16]([O:18][CH3:19])=[O:17])=[CH:14][CH:13]=1, predict the reactants needed to synthesize it. The reactants are: I[C:2]1C=CC=C[C:3]=1[O:8][CH3:9].[C:10]([C:12]1[CH:21]=[CH:20][C:15]([C:16]([O:18][CH3:19])=[O:17])=[CH:14][CH:13]=1)#[CH:11].C(N(C(C)C)CC)(C)C.[CH2:31]1[CH2:35]O[CH2:33][CH2:32]1. (5) Given the product [CH2:14]([O:16][C:17](=[O:39])[C:18]([O:21][C:22]1[CH:27]=[CH:26][C:25]([O:28][C:29]2[CH:34]=[C:33]([F:35])[CH:32]=[C:31]([CH2:36][N:37]3[CH2:11][C:5]4[C:4](=[CH:9][CH:8]=[C:7]([Cl:10])[CH:6]=4)[C:3]3=[O:13])[CH:30]=2)=[CH:24][C:23]=1[CH3:38])([CH3:19])[CH3:20])[CH3:15], predict the reactants needed to synthesize it. The reactants are: CO[C:3](=[O:13])[C:4]1[CH:9]=[CH:8][C:7]([Cl:10])=[CH:6][C:5]=1[CH2:11]Br.[CH2:14]([O:16][C:17](=[O:39])[C:18]([O:21][C:22]1[CH:27]=[CH:26][C:25]([O:28][C:29]2[CH:34]=[C:33]([F:35])[CH:32]=[C:31]([CH2:36][NH2:37])[CH:30]=2)=[CH:24][C:23]=1[CH3:38])([CH3:20])[CH3:19])[CH3:15].C(=O)([O-])[O-].[K+].[K+].O.